This data is from Forward reaction prediction with 1.9M reactions from USPTO patents (1976-2016). The task is: Predict the product of the given reaction. (1) Given the reactants [CH3:1][NH:2][C:3](=[O:31])[NH:4][C:5]1[CH:6]=[C:7]([S:11][C:12]2[CH:17]=[CH:16][C:15]([CH:18]=[CH:19][C:20](O)=[O:21])=[C:14]([C:23]([F:26])([F:25])[F:24])[C:13]=2[C:27]([F:30])([F:29])[F:28])[CH:8]=[CH:9][CH:10]=1.C(N(C(C)C)CC)(C)C.C([O:43][C:44](=[O:53])[CH2:45][C:46]1[CH:51]=[CH:50][C:49]([NH2:52])=[CH:48][CH:47]=1)C.[Li+].[OH-], predict the reaction product. The product is: [CH3:1][NH:2][C:3](=[O:31])[NH:4][C:5]1[CH:6]=[C:7]([S:11][C:12]2[CH:17]=[CH:16][C:15]([CH:18]=[CH:19][C:20]([NH:52][C:49]3[CH:48]=[CH:47][C:46]([CH2:45][C:44]([OH:43])=[O:53])=[CH:51][CH:50]=3)=[O:21])=[C:14]([C:23]([F:24])([F:25])[F:26])[C:13]=2[C:27]([F:29])([F:30])[F:28])[CH:8]=[CH:9][CH:10]=1. (2) Given the reactants [F:1][C:2]([F:14])([F:13])[C:3]1[CH:11]=[C:10]2[C:6]([CH2:7][CH2:8][C@@H:9]2[OH:12])=[CH:5][CH:4]=1.[CH3:15][O:16][C:17](=[O:29])[CH2:18][C@H:19]1[C:23]2[CH:24]=[CH:25][C:26](O)=[CH:27][C:22]=2[O:21][CH2:20]1, predict the reaction product. The product is: [CH3:15][O:16][C:17](=[O:29])[CH2:18][C@H:19]1[C:23]2[CH:24]=[CH:25][C:26]([O:12][C@H:9]3[C:10]4[C:6](=[CH:5][CH:4]=[C:3]([C:2]([F:13])([F:14])[F:1])[CH:11]=4)[CH2:7][CH2:8]3)=[CH:27][C:22]=2[O:21][CH2:20]1. (3) Given the reactants Br[CH2:2][CH2:3][CH2:4][C:5]([O:7][CH2:8][CH3:9])=[O:6].[C:10](=O)([O-])[O-].[K+].[K+].[Cl:16][C:17]1[CH:18]=[C:19]([C:26]2[O:30][N:29]=[C:28]([C:31]3[C:36]4[CH:37]=[CH:38][O:39][C:35]=4[C:34]([OH:40])=[CH:33][CH:32]=3)[N:27]=2)[CH:20]=[CH:21][C:22]=1[O:23][CH2:24][CH3:25].O, predict the reaction product. The product is: [Cl:16][C:17]1[CH:18]=[C:19]([C:26]2[O:30][N:29]=[C:28]([C:31]3[C:36]4[CH:37]=[CH:38][O:39][C:35]=4[C:34]([O:40][CH2:2][CH2:3][CH2:4][C:5]([O:7][CH2:8][CH3:9])=[O:6])=[CH:33][CH:32]=3)[N:27]=2)[CH:20]=[CH:21][C:22]=1[O:23][CH:24]([CH3:10])[CH3:25].